From a dataset of B-cell epitopes from IEDB database with 3,159 antigens for binding position prediction. Token-level Classification. Given an antigen amino acid sequence, predict which amino acid positions are active epitope sites capable of antibody binding. Output is a list of indices for active positions. (1) Given the antigen sequence: MEQRLPIILLVLSVFFSSTPSAALSSHNGVPAYPSYAQVSLSSNGEPRHRGIRGTFHMSVKPHANADDFASDDNYEPLPSFVEAPVRGPDQVPARGEAALVTEETPAQQPAVALGSAEGEGTSTTESASENSEDDDTFHDALQELPEDGLEVRPPNAQELPPPNVQELPPPTEQELPPSTEQELPPPVGEGQRLQVPGEHGPQGPPYDDQQLLLEPTEEQQEGPQEPLPPPPPPTRGEQPEGQQPQGPVRQNFFRRALGAARSRFGGARRHVSGVFRRVRGGLNRIVGGVRSGFRRAREGVVGGVRRLTSGASLGLRRVGEGLRRSFYRVRGAVSSGRRRAADGASNVRERFVAAGGRVRDAFGAGLTRLRRRGRTNGEEGRPLLGEGREQDDGSQ, which amino acid positions are active epitope sites? The epitope positions are: [84, 85, 86, 87, 88, 89, 90, 91, 92, 93]. The amino acids at these positions are: PVRGPDQVPA. (2) Given the antigen sequence: MNPLFVLVLAAVALASTGVESEEPHLDISLCESCTNTVNLVKRLLQNSVVETHIRYLVKYLCKGAGSSQDACIKFIQYEVDGAVGYLIQHNATDICHVIRLC, which amino acid positions are active epitope sites? The epitope positions are: [36, 37, 38, 39, 40, 41, 42, 43, 44, 45, 46, 47, 48, 49, 50]. The amino acids at these positions are: TVNLVKRLLQNSVVE. (3) Given the antigen sequence: MRPADLLQLVLLLDLPRDLGGMGCSSPPCECHQEEDFRVTCKDIQRIPSLPPSTQTLKLIETHLRTIPSHAFSNLPNISRIYVSIDVTLQQLESHSFYNLSKVTHIEIRNTRNLTYIDPDALKELPLLKFLGIFNTGLKMFPDLTKVYSTDIFFILEITDNPYMTSIPVNAFQGLCNETLTLKLYNNGFTSVQGYAFNGTKLDAVYLNKNKYLTVIDKDAFGGVYSGPSLLVENVAVSGKGFCKSLFSWLYRLPLGRKSLSFETQKAPSSSMPS, which amino acid positions are active epitope sites? The epitope positions are: [21, 22, 23, 24, 25, 26, 27, 28, 29, 30, 31, 32, 33, 34]. The amino acids at these positions are: MGCSSPPCECHQEE. (4) Given the antigen sequence: MATRPSSLVDSLEDEEDPQTLRRERSGSPRPRKIPRNALTQPVDQLLKDLRKNPSMISDPDQRTGREQLSNDELIKKLVTELAENSMIEAEEVRGTLGDISARIEAGFESLSALQVETIQTAQRCDHSDSIRILGENIKILDRSMKTMMETMKLMMEKVDLLYASTAVGTSAPMLPSHPAPPRIYPQLPSAPTADEWDIIP, which amino acid positions are active epitope sites? The epitope positions are: [120, 121, 122, 123, 124, 125, 126, 127]. The amino acids at these positions are: TAQRCDHS. (5) The epitope positions are: [449, 450, 451, 452, 453, 454, 455, 456, 457, 458, 459, 460]. The amino acids at these positions are: SAPLKQIAANAG. Given the antigen sequence: MVAKNIKYNEEARKKIQKGVKTLAEAVKVTLGPKGRHVVIDKSFGSPQVTKDGVTVAKEVELADKHENMGAQMVKEVASKTADKAGDGTTTATVLAEAIYTEGLRNVTAGANPMDLKRGIDKAVKVVVDQIRKISKPVQHHKEIAQVATISANNDAEIGNLIAEAMEKVGKNGSITVEEAKGFETVLDIVEGMNFNRGYLSSYFATNPETQECVLEDALVLIYDKKISGIKDFLPVLQQVAESGRPLLIIAEDIEGEALATLVVNRIRGGFRVCAVKAPGFGDRRKAMLEDIAILTGGQLISEELGMKLENANLAMLGKAKKVIVSKEDTTIVEGMGEKEALEARCESIKKQIEDSSSDYDKEKLQERLAKLSGGVAVIRVGAATEIEMKEKKDRVDDAQHATIAAVEEGILPGGGTALIRCIPTLEAFLPMLTNEDEQIGARIVLKALSAPLKQIAANAGKEGAIIFQQVMSRSANEGYDALRDAYTDMLEAGILDPAK..., which amino acid positions are active epitope sites? (6) Given the antigen sequence: MAAAILFLMVGAQHIMVSEAFACKPCFSTHLSDIKTNTTAAAGFMGLQNIDCLRHHRVTAAQGRIYTRGPSQCREVVGTPQYITVTANVTDESYLYNADLLMLSACLFYASEMSEKGFKVIFGNVSGVVSACVNFTDYVAHVTQHTQQHHLVIDHVRLLHFLTPSAMRWATTIACLFAILLAV, which amino acid positions are active epitope sites? The epitope positions are: [32, 33, 34, 35, 36, 37, 38, 39, 40, 41, 42, 43]. The amino acids at these positions are: DIKTNTTAAAGF.